This data is from Forward reaction prediction with 1.9M reactions from USPTO patents (1976-2016). The task is: Predict the product of the given reaction. (1) Given the reactants CC(OI1(OC(C)=O)(OC(C)=O)OC(=O)C2C=CC=CC1=2)=O.[Br:23][C:24]1[CH:29]=[CH:28][C:27]([CH2:30][CH2:31][C:32]([NH:34][CH2:35][CH:36]([OH:43])[CH2:37][C:38]([CH3:42])([CH3:41])[CH2:39][CH3:40])=[O:33])=[CH:26][CH:25]=1.C([O-])(O)=O.[Na+].[O-]S([O-])(=S)=O.[Na+].[Na+], predict the reaction product. The product is: [Br:23][C:24]1[CH:25]=[CH:26][C:27]([CH2:30][CH2:31][C:32]([NH:34][CH2:35][C:36](=[O:43])[CH2:37][C:38]([CH3:42])([CH3:41])[CH2:39][CH3:40])=[O:33])=[CH:28][CH:29]=1. (2) Given the reactants C(OC([NH:8][C@H:9]1[C@@H:14]([N:15]2[CH:19]=[CH:18][N:17]=[N:16]2)[C@@H:13]([CH3:20])[CH2:12][N:11]([C:21]2[CH:26]=[CH:25][N:24]=[CH:23][C:22]=2[NH:27][C:28]([C:30]2[C:39]([NH:40]C(=O)OCC3C=CC=CC=3)=[CH:38][C:37]3[C:32](=[CH:33][C:34]([CH:51]=[CH2:52])=[CH:35][CH:36]=3)[N:31]=2)=[O:29])[CH2:10]1)=O)(C)(C)C.Cl.O1CCOCC1, predict the reaction product. The product is: [NH2:40][C:39]1[C:30]([C:28]([NH:27][C:22]2[CH:23]=[N:24][CH:25]=[CH:26][C:21]=2[N:11]2[CH2:12][C@H:13]([CH3:20])[C@H:14]([N:15]3[CH:19]=[CH:18][N:17]=[N:16]3)[C@H:9]([NH2:8])[CH2:10]2)=[O:29])=[N:31][C:32]2[C:37]([CH:38]=1)=[CH:36][CH:35]=[C:34]([CH2:51][CH3:52])[CH:33]=2. (3) Given the reactants [NH3:1].[CH2:2]([O:4][C:5]([C:7]1[C:8]2[S:16][CH:15]=[C:14]([CH2:17][O:18][C:19]3[CH:24]=[C:23]([O:25][CH2:26][C:27]4[CH:32]=[CH:31][CH:30]=[CH:29][CH:28]=4)[CH:22]=[CH:21][C:20]=3[CH3:33])[C:9]=2[C:10](Cl)=[N:11][CH:12]=1)=[O:6])[CH3:3], predict the reaction product. The product is: [CH2:2]([O:4][C:5]([C:7]1[C:8]2[S:16][CH:15]=[C:14]([CH2:17][O:18][C:19]3[CH:24]=[C:23]([O:25][CH2:26][C:27]4[CH:32]=[CH:31][CH:30]=[CH:29][CH:28]=4)[CH:22]=[CH:21][C:20]=3[CH3:33])[C:9]=2[C:10]([NH2:1])=[N:11][CH:12]=1)=[O:6])[CH3:3]. (4) Given the reactants FC(F)(F)S(O[Si](C)(C)C)(=O)=O.[CH2:13]([C@@H:20]1[CH2:24][O:23][C:22](=[O:25])[N:21]1[C:26]([C@@H:28]1[CH2:33][CH2:32][C:31](=[O:34])[CH2:30][C@H:29]1[CH2:35][O:36][CH2:37][C:38]1[CH:43]=[CH:42][CH:41]=[CH:40][CH:39]=1)=[O:27])[C:14]1[CH:19]=[CH:18][CH:17]=[CH:16][CH:15]=1.C[Si](C)(C)[O:46][CH2:47][CH2:48]O[Si](C)(C)C.C(N(CC)CC)C, predict the reaction product. The product is: [CH2:13]([C@@H:20]1[CH2:24][O:23][C:22](=[O:25])[N:21]1[C:26]([C@@H:28]1[CH2:33][CH2:32][C:31]2([O:46][CH2:47][CH2:48][O:34]2)[CH2:30][C@H:29]1[CH2:35][O:36][CH2:37][C:38]1[CH:43]=[CH:42][CH:41]=[CH:40][CH:39]=1)=[O:27])[C:14]1[CH:15]=[CH:16][CH:17]=[CH:18][CH:19]=1. (5) The product is: [Cl:11][C:12]1[C:13]([OH:23])=[C:14]([C:15]([N:4]2[C:5]3[CH:10]=[CH:9][CH:8]=[CH:7][C:6]=3[O:1][CH2:2][CH2:3]2)=[O:16])[CH:18]=[C:19]([Cl:22])[C:20]=1[OH:21]. Given the reactants [O:1]1[C:6]2[CH:7]=[CH:8][CH:9]=[CH:10][C:5]=2[NH:4][CH2:3][CH2:2]1.[Cl:11][C:12]1[C:13]([OH:23])=[C:14]([CH:18]=[C:19]([Cl:22])[C:20]=1[OH:21])[C:15](Cl)=[O:16], predict the reaction product. (6) The product is: [CH:1]12[CH:9]([CH2:10][C:11]([NH:14][N:15]3[C:24](=[O:25])[C:23]4[C:18](=[CH:19][CH:20]=[CH:21][CH:22]=4)[N:17]=[C:16]3[CH:26]([CH3:28])[CH3:27])=[O:12])[CH:5]([CH2:6][CH2:7][CH2:8]1)[CH2:4][CH2:3][CH2:2]2. Given the reactants [CH:1]12[CH:9]([CH2:10][C:11](Cl)=[O:12])[CH:5]([CH2:6][CH2:7][CH2:8]1)[CH2:4][CH2:3][CH2:2]2.[NH2:14][N:15]1[C:24](=[O:25])[C:23]2[C:18](=[CH:19][CH:20]=[CH:21][CH:22]=2)[N:17]=[C:16]1[CH:26]([CH3:28])[CH3:27], predict the reaction product. (7) Given the reactants [OH:1][C:2]1[CH:3]=[C:4]([C:11]([F:14])([F:13])[F:12])[CH:5]=[C:6]([N+:8]([O-:10])=[O:9])[CH:7]=1.O[C@H:16]1[CH2:20][CH2:19][O:18][CH2:17]1.C1C=CC(P(C2C=CC=CC=2)C2C=CC=CC=2)=CC=1.CC(OC(/N=N/C(OC(C)C)=O)=O)C, predict the reaction product. The product is: [N+:8]([C:6]1[CH:7]=[C:2]([CH:3]=[C:4]([C:11]([F:12])([F:13])[F:14])[CH:5]=1)[O:1][CH:16]1[CH2:20][CH2:19][O:18][CH2:17]1)([O-:10])=[O:9]. (8) Given the reactants [NH2:1][CH2:2][C@H:3]1[N:8]([C:9]([C:11]2[N:12]=[C:13]([CH3:23])[S:14][C:15]=2[C:16]2[CH:21]=[CH:20][CH:19]=[C:18]([Cl:22])[CH:17]=2)=[O:10])[CH2:7][C@H:6]2[C@@H:4]1[CH2:5]2.[CH3:24][N:25]1[C:33]2[C:28](=[CH:29][CH:30]=[CH:31][CH:32]=2)[C:27]([C:34](O)=[O:35])=[CH:26]1, predict the reaction product. The product is: [Cl:22][C:18]1[CH:17]=[C:16]([C:15]2[S:14][C:13]([CH3:23])=[N:12][C:11]=2[C:9]([N:8]2[CH2:7][C@H:6]3[C@H:4]([CH2:5]3)[C@H:3]2[CH2:2][NH:1][C:34]([C:27]2[C:28]3[C:33](=[CH:32][CH:31]=[CH:30][CH:29]=3)[N:25]([CH3:24])[CH:26]=2)=[O:35])=[O:10])[CH:21]=[CH:20][CH:19]=1. (9) Given the reactants [CH3:1][C:2]1[CH:10]=[CH:9][C:5]([C:6](Cl)=[O:7])=[CH:4][CH:3]=1.[C:11]1([O:17][CH3:18])[CH:16]=[CH:15][CH:14]=[CH:13][CH:12]=1.[Cl-].[Al+3].[Cl-].[Cl-], predict the reaction product. The product is: [CH3:18][O:17][C:11]1[CH:16]=[CH:15][C:14]([C:6]([C:5]2[CH:9]=[CH:10][C:2]([CH3:1])=[CH:3][CH:4]=2)=[O:7])=[CH:13][CH:12]=1.